This data is from Full USPTO retrosynthesis dataset with 1.9M reactions from patents (1976-2016). The task is: Predict the reactants needed to synthesize the given product. (1) The reactants are: [C:1]([O:5][C:6]([NH:8][CH2:9][C@H:10]1[CH2:15][CH2:14][C@H:13]([C:16]([NH:18][C@H:19]([C:38](=[O:51])[NH:39][C:40]2[CH:45]=[CH:44][C:43]([C:46]3[N:47]=[N:48][NH:49][N:50]=3)=[CH:42][CH:41]=2)[CH2:20][C:21]2[CH:26]=[CH:25][C:24]([C:27]3[CH:32]=[CH:31][C:30]([C:33](O)=[O:34])=[CH:29][C:28]=3[O:36][CH3:37])=[CH:23][CH:22]=2)=[O:17])[CH2:12][CH2:11]1)=[O:7])([CH3:4])([CH3:3])[CH3:2].[NH2:52][C@@H:53]1[CH2:57][CH2:56][N:55]([C:58]([O:60][C:61]([CH3:64])([CH3:63])[CH3:62])=[O:59])[CH2:54]1.C(N(CC)C(C)C)(C)C.F[P-](F)(F)(F)(F)F.CN(C(ON1C2=NC=CC=C2N=N1)=[N+](C)C)C. Given the product [C:1]([O:5][C:6]([NH:8][CH2:9][C@H:10]1[CH2:15][CH2:14][C@H:13]([C:16]([NH:18][C@H:19]([C:38](=[O:51])[NH:39][C:40]2[CH:41]=[CH:42][C:43]([C:46]3[N:47]=[N:48][NH:49][N:50]=3)=[CH:44][CH:45]=2)[CH2:20][C:21]2[CH:26]=[CH:25][C:24]([C:27]3[CH:32]=[CH:31][C:30]([C:33]([NH:52][C@@H:53]4[CH2:57][CH2:56][N:55]([C:58]([O:60][C:61]([CH3:64])([CH3:63])[CH3:62])=[O:59])[CH2:54]4)=[O:34])=[CH:29][C:28]=3[O:36][CH3:37])=[CH:23][CH:22]=2)=[O:17])[CH2:12][CH2:11]1)=[O:7])([CH3:4])([CH3:2])[CH3:3], predict the reactants needed to synthesize it. (2) Given the product [CH3:1][O:2][C:3]1[CH:4]=[C:5]([O:16][S:31]([C:34]([F:37])([F:36])[F:35])(=[O:33])=[O:32])[CH:6]=[CH:7][C:8]=1[CH2:9][N:10]1[CH2:15][CH2:14][CH2:13][CH2:12][CH2:11]1, predict the reactants needed to synthesize it. The reactants are: [CH3:1][O:2][C:3]1[CH:4]=[C:5]([OH:16])[CH:6]=[CH:7][C:8]=1[CH2:9][N:10]1[CH2:15][CH2:14][CH2:13][CH2:12][CH2:11]1.C(NC(C)C)(C)C.C1C=CC(N[S:31]([C:34]([F:37])([F:36])[F:35])(=[O:33])=[O:32])=CC=1. (3) Given the product [Cl:22][C:9]1[C:10]2[C:5](=[CH:4][C:3]([O:2][CH3:1])=[CH:12][CH:11]=2)[CH:6]=[C:7]([NH:14][C:15]2[CH:19]=[CH:18][NH:17][N:16]=2)[N:8]=1, predict the reactants needed to synthesize it. The reactants are: [CH3:1][O:2][C:3]1[CH:4]=[C:5]2[C:10](=[CH:11][CH:12]=1)[C:9](=O)[NH:8][C:7]([NH:14][C:15]1[CH:19]=[CH:18][NH:17][N:16]=1)=[CH:6]2.O=P(Cl)(Cl)[Cl:22]. (4) Given the product [CH2:1]([O:3][C:4]([C:6]1[C:10]2[CH:11]=[CH:12][C:13]([O:15][S:25]([C:24]([F:37])([F:36])[F:23])(=[O:27])=[O:26])=[CH:14][C:9]=2[O:8][CH:7]=1)=[O:5])[CH3:2], predict the reactants needed to synthesize it. The reactants are: [CH2:1]([O:3][C:4]([C:6]1[C:10]2[CH:11]=[CH:12][C:13]([OH:15])=[CH:14][C:9]=2[O:8][CH:7]=1)=[O:5])[CH3:2].C(N(CC)CC)C.[F:23][C:24]([F:37])([F:36])[S:25](O[S:25]([C:24]([F:37])([F:36])[F:23])(=[O:27])=[O:26])(=[O:27])=[O:26]. (5) Given the product [C:11]1([NH:10][C:8]([CH2:7][CH2:6][CH2:5][CH2:4][CH2:3][CH2:2][C:1]([O:18][NH:58][C:56](=[O:57])[CH2:55][CH2:54][CH2:53][CH2:52][CH2:51][CH2:50][C:48]([NH:47][C:44]2[CH:45]=[CH:46][CH:41]=[CH:42][CH:43]=2)=[O:49])=[O:17])=[O:9])[CH:12]=[CH:13][CH:14]=[CH:15][CH:16]=1, predict the reactants needed to synthesize it. The reactants are: [C:1]([OH:18])(=[O:17])[CH2:2][CH2:3][CH2:4][CH2:5][CH2:6][CH2:7][C:8]([NH:10][C:11]1[CH:16]=[CH:15][CH:14]=[CH:13][CH:12]=1)=[O:9].ON1C2C=CC=CC=2N=N1.Cl.CN(C)CCCN=C=NCC.[CH:41]1[CH:46]=[CH:45][C:44]([NH:47][C:48]([CH2:50][CH2:51][CH2:52][CH2:53][CH2:54][CH2:55][C:56]([NH:58]O)=[O:57])=[O:49])=[CH:43][CH:42]=1. (6) Given the product [OH:1][C:2]1[CH:3]=[CH:4][C:5]([CH2:8][C:9]([OH:11])=[O:10])=[CH:6][C:7]=1[N+:12]([O-:14])=[O:13], predict the reactants needed to synthesize it. The reactants are: [OH:1][C:2]1[CH:7]=[CH:6][C:5]([CH2:8][C:9]([OH:11])=[O:10])=[CH:4][CH:3]=1.[N+:12]([O-])([OH:14])=[O:13]. (7) Given the product [CH:13]1([O:12][C:6]2[CH:5]=[C:4]([CH2:1][CH:2]=[O:22])[CH:11]=[CH:10][C:7]=2[C:8]#[N:9])[CH2:15][CH2:14]1, predict the reactants needed to synthesize it. The reactants are: [CH2:1]([C:4]1[CH:11]=[CH:10][C:7]([C:8]#[N:9])=[C:6]([O:12][CH:13]2[CH2:15][CH2:14]2)[CH:5]=1)[CH:2]=C.N1C=CC=CC=1.[O:22]=[O+][O-].